From a dataset of Catalyst prediction with 721,799 reactions and 888 catalyst types from USPTO. Predict which catalyst facilitates the given reaction. (1) Reactant: [CH2:1]([C:3]1[C:11]2[CH2:10][O:9][C:8](=[O:12])[C:7]=2[CH:6]=[CH:5][C:4]=1[CH:13]=[CH2:14])[CH3:2].C1C=C(Cl)C=C(C(OO)=[O:23])C=1. Product: [CH2:1]([C:3]1[C:11]2[CH2:10][O:9][C:8](=[O:12])[C:7]=2[CH:6]=[CH:5][C:4]=1[CH:13]1[CH2:14][O:23]1)[CH3:2]. The catalyst class is: 2. (2) Reactant: C[O:2][C:3](=O)[C:4]1[CH:9]=[C:8]([O:10][CH3:11])[C:7]([N+:12]([O-:14])=[O:13])=[CH:6][C:5]=1/[C:15](/[C:20]([O:22][CH3:23])=[O:21])=[CH:16]/[N:17](C)[CH3:18].[CH2:25](N)C.CCN(C(C)C)C(C)C. Product: [CH3:23][O:22][C:20]([C:15]1[C:5]2[C:4](=[CH:9][C:8]([O:10][CH3:11])=[C:7]([N+:12]([O-:14])=[O:13])[CH:6]=2)[C:3](=[O:2])[N:17]([CH2:18][CH3:25])[CH:16]=1)=[O:21]. The catalyst class is: 5. (3) Reactant: [S:1]1[CH:5]=[CH:4][CH:3]=[C:2]1[C:6]1[O:10][N:9]=[CH:8][CH:7]=1.CO[CH:13](OC)[N:14]([CH3:16])[CH3:15].CO. Product: [CH3:16][N:14]([CH:13]=[C:7]([C:6](=[O:10])[C:2]1[S:1][CH:5]=[CH:4][CH:3]=1)[C:8]#[N:9])[CH3:15]. The catalyst class is: 11. (4) Reactant: C[O:2][C:3](=[O:32])[C:4]1[CH:9]=[CH:8][C:7]([CH2:10][NH:11][C:12]([C:14]2[CH:19]=[C:18]([C:20](=[O:31])[NH:21][CH2:22][C:23]3[CH:28]=[CH:27][CH:26]=[C:25]([O:29][CH3:30])[CH:24]=3)[N:17]=[CH:16][N:15]=2)=[O:13])=[CH:6][CH:5]=1.O1CCCC1.[OH-].[K+].Cl. Product: [CH3:30][O:29][C:25]1[CH:24]=[C:23]([CH:28]=[CH:27][CH:26]=1)[CH2:22][NH:21][C:20]([C:18]1[N:17]=[CH:16][N:15]=[C:14]([C:12]([NH:11][CH2:10][C:7]2[CH:6]=[CH:5][C:4]([C:3]([OH:32])=[O:2])=[CH:9][CH:8]=2)=[O:13])[CH:19]=1)=[O:31]. The catalyst class is: 6. (5) Reactant: CC(C[AlH]CC(C)C)C.[CH3:10][C:11]([C:15]1[NH:19][N:18]=[C:17]([C:20]2[CH:25]=[CH:24][CH:23]=[CH:22][CH:21]=2)[N:16]=1)([CH3:14])[C:12]#[N:13]. Product: [CH3:14][C:11]([C:15]1[NH:19][N:18]=[C:17]([C:20]2[CH:25]=[CH:24][CH:23]=[CH:22][CH:21]=2)[N:16]=1)([CH3:10])[CH2:12][NH2:13]. The catalyst class is: 1. (6) Reactant: [F:1][C:2]1[CH:3]=[C:4]2[C:8](=[C:9]([C:11]([OH:13])=O)[CH:10]=1)[NH:7][CH:6]=[CH:5]2.[C:14]([C:18]1[CH:37]=[CH:36][C:21]([CH2:22][NH:23][CH2:24][CH2:25][C:26]2[CH:31]=[CH:30][CH:29]=[C:28]([C:32]([F:35])([F:34])[F:33])[CH:27]=2)=[CH:20][CH:19]=1)([CH3:17])([CH3:16])[CH3:15].CCN=C=NCCCN(C)C.Cl. Product: [C:14]([C:18]1[CH:37]=[CH:36][C:21]([CH2:22][N:23]([CH2:24][CH2:25][C:26]2[CH:31]=[CH:30][CH:29]=[C:28]([C:32]([F:35])([F:33])[F:34])[CH:27]=2)[C:11]([C:9]2[CH:10]=[C:2]([F:1])[CH:3]=[C:4]3[C:8]=2[NH:7][CH:6]=[CH:5]3)=[O:13])=[CH:20][CH:19]=1)([CH3:17])([CH3:15])[CH3:16]. The catalyst class is: 2. (7) Reactant: [N:1]1[CH:6]=[CH:5][C:4]([CH3:7])=[CH:3][CH:2]=1.[CH3:8][I:9]. Product: [I-:9].[CH3:8][N+:1]1[CH:6]=[CH:5][C:4]([CH3:7])=[CH:3][CH:2]=1. The catalyst class is: 1. (8) Reactant: [Cl:1][C:2]1[CH:3]=[C:4]2[C:10]([C:11]3[N:16]=[C:15]([NH:17][C@H:18]([C:20]([O:22]C(C)(C)C)=[O:21])[CH3:19])[CH:14]=[N:13][CH:12]=3)=[CH:9][N:8]([S:27]([C:30]3[CH:35]=[CH:34][CH:33]=[CH:32][CH:31]=3)(=[O:29])=[O:28])[C:5]2=[N:6][CH:7]=1.C(O)(C(F)(F)F)=O. Product: [Cl:1][C:2]1[CH:3]=[C:4]2[C:10]([C:11]3[N:16]=[C:15]([NH:17][C@H:18]([C:20]([OH:22])=[O:21])[CH3:19])[CH:14]=[N:13][CH:12]=3)=[CH:9][N:8]([S:27]([C:30]3[CH:35]=[CH:34][CH:33]=[CH:32][CH:31]=3)(=[O:29])=[O:28])[C:5]2=[N:6][CH:7]=1. The catalyst class is: 2.